This data is from Forward reaction prediction with 1.9M reactions from USPTO patents (1976-2016). The task is: Predict the product of the given reaction. (1) Given the reactants [Br:1][C:2]1[CH:6]=[N:5][N:4]([CH3:7])[C:3]=1[C:8]1[CH:9]=[C:10]([NH2:23])[CH:11]=[CH:12][C:13]=1[O:14][CH2:15][CH2:16][N:17]1[CH2:21][CH2:20][C@H:19]([F:22])[CH2:18]1.[F:24][C:25]1[CH:26]=[C:27]([CH:31]=[CH:32][CH:33]=1)[C:28](Cl)=[O:29].C(N(CC)CC)C, predict the reaction product. The product is: [Br:1][C:2]1[CH:6]=[N:5][N:4]([CH3:7])[C:3]=1[C:8]1[CH:9]=[C:10]([NH:23][C:28](=[O:29])[C:27]2[CH:31]=[CH:32][CH:33]=[C:25]([F:24])[CH:26]=2)[CH:11]=[CH:12][C:13]=1[O:14][CH2:15][CH2:16][N:17]1[CH2:21][CH2:20][C@H:19]([F:22])[CH2:18]1. (2) The product is: [OH:18][CH2:17][C:16]1[N:2]=[C:1]([C:4]2[N:9]=[C:8]([C:10]([O:12][CH3:13])=[O:11])[CH:7]=[CH:6][CH:5]=2)[S:3][CH:15]=1. Given the reactants [C:1]([C:4]1[N:9]=[C:8]([C:10]([O:12][CH3:13])=[O:11])[CH:7]=[CH:6][CH:5]=1)(=[S:3])[NH2:2].Br[CH2:15][C:16](=O)[CH2:17][OH:18].CCO, predict the reaction product. (3) The product is: [CH2:1]([N:3]([CH3:4])[C:9](=[O:10])[O:11][C:12]1[CH:17]=[CH:16][C:15]([N+:18]([O-:20])=[O:19])=[CH:14][CH:13]=1)[CH3:2]. Given the reactants [CH2:1]([N:3](CC)[CH2:4]C)[CH3:2].Cl[C:9]([O:11][C:12]1[CH:17]=[CH:16][C:15]([N+:18]([O-:20])=[O:19])=[CH:14][CH:13]=1)=[O:10].C(NC)C, predict the reaction product.